This data is from Reaction yield outcomes from USPTO patents with 853,638 reactions. The task is: Predict the reaction yield, written as a fraction of the theoretical maximum amount of product (1.0 means a 100% yield; for example, 0.34 means a 34% yield). (1) No catalyst specified. The yield is 0.440. The product is [NH:15]1[C:23]2[C:18](=[CH:19][CH:20]=[CH:21][CH:22]=2)[C:17](/[CH:24]=[CH:25]/[C:26]2[CH:27]=[CH:28][C:29]([C:30]([N:32]3[CH2:37][CH2:36][N:35]([C:46]([N:12]4[CH:1]=[CH:6][N:42]=[CH:40]4)=[O:47])[CH2:34][CH2:33]3)=[O:31])=[CH:38][CH:39]=2)=[N:16]1. The reactants are [C:1]1([NH2:12])[C:6](F)=C(F)C(F)=C(N)C=1F.Cl.Cl.[NH:15]1[C:23]2[C:18](=[CH:19][CH:20]=[CH:21][CH:22]=2)[C:17](/[CH:24]=[CH:25]/[C:26]2[CH:39]=[CH:38][C:29]([C:30]([N:32]3[CH2:37][CH2:36][NH:35][CH2:34][CH2:33]3)=[O:31])=[CH:28][CH:27]=2)=[N:16]1.[CH2:40]([NH2:42])C.O.C1C[O:47][CH2:46]C1. (2) The reactants are [Br:1][C:2]1[N:6]=[C:5]([Br:7])[NH:4][N:3]=1.C[CH2:9][C:10]([O-])([CH3:12])[CH3:11].[Na+].BrCC(C)=C. The catalyst is CN(C=O)C. The product is [Br:1][C:2]1[N:6]=[C:5]([Br:7])[N:4]([CH2:11][C:10]([CH3:12])=[CH2:9])[N:3]=1. The yield is 0.910. (3) The reactants are [F:1][C:2]1[CH:7]=[CH:6][CH:5]=[CH:4][C:3]=1[C:8]1[N:9]=[N:10][N:11]([CH3:18])[C:12]=1[C:13]1[N:14]=[CH:15][NH:16][CH:17]=1.Cl[C:20]1[CH:29]=[CH:28][C:23]([C:24]([O:26][CH3:27])=[O:25])=[CH:22][N:21]=1.C(=O)([O-])[O-].[K+].[K+].O. The catalyst is CN(C=O)C. The product is [F:1][C:2]1[CH:7]=[CH:6][CH:5]=[CH:4][C:3]=1[C:8]1[N:9]=[N:10][N:11]([CH3:18])[C:12]=1[C:13]1[N:14]=[CH:15][N:16]([C:20]2[CH:29]=[CH:28][C:23]([C:24]([O:26][CH3:27])=[O:25])=[CH:22][N:21]=2)[CH:17]=1. The yield is 0.790. (4) The reactants are [O:1]([C:8]1[CH:13]=[CH:12][CH:11]=[CH:10][C:9]=1[NH:14][S:15]([C:18]1[CH:30]=[CH:29][C:21]([C:22]([NH:24][CH2:25][C:26]([OH:28])=O)=[O:23])=[CH:20][CH:19]=1)(=[O:17])=[O:16])[C:2]1[CH:7]=[CH:6][CH:5]=[CH:4][CH:3]=1.C(OC([N:38]1[CH2:44][CH2:43][CH2:42][NH:41][CH2:40][CH2:39]1)=O)(C)(C)C.CN(C(ON1N=NC2C=CC=CC1=2)=[N+](C)C)C.F[P-](F)(F)(F)(F)F.C(N(CC)CC)C.[Cl:76]CCl. The catalyst is CN(C)C=O. The product is [ClH:76].[N:38]1([C:26](=[O:28])[CH2:25][NH:24][C:22](=[O:23])[C:21]2[CH:29]=[CH:30][C:18]([S:15](=[O:16])(=[O:17])[NH:14][C:9]3[CH:10]=[CH:11][CH:12]=[CH:13][C:8]=3[O:1][C:2]3[CH:7]=[CH:6][CH:5]=[CH:4][CH:3]=3)=[CH:19][CH:20]=2)[CH2:44][CH2:43][CH2:42][NH:41][CH2:40][CH2:39]1. The yield is 0.620. (5) The reactants are [CH3:1][C:2]1[C:8]([N+:9]([O-:11])=[O:10])=[CH:7][CH:6]=[CH:5][C:3]=1[NH2:4].C(O)(=O)C.[N:16]([O-])=O.[Na+]. The catalyst is O. The product is [N+:9]([C:8]1[CH:7]=[CH:6][CH:5]=[C:3]2[C:2]=1[CH:1]=[N:16][NH:4]2)([O-:11])=[O:10]. The yield is 0.700. (6) The reactants are [F:1][C:2]1[C:11]2[C:6](=[CH:7][CH:8]=[CH:9][CH:10]=2)[C:5](F)=[C:4](F)[C:3]=1[F:14].BrC1C=C2C(=CC=1)C(F)(F)C(F)(F)C=C2.[NH4+].[OH-]. The catalyst is C1COCC1.[Zn]. The product is [F:1][C:2]1[C:11]2[C:6](=[CH:7][CH:8]=[CH:9][CH:10]=2)[CH:5]=[CH:4][C:3]=1[F:14]. The yield is 0.950. (7) The reactants are [CH:1]1([C:5]2[N:6]=[C:7]([C:10](Cl)=[O:11])[S:8][CH:9]=2)[CH2:4][CH2:3][CH2:2]1.[C:13]([C:16]1[C:21]([NH:22]C(C2SC=C(C3CC3)N=2)=O)=[C:20]([Cl:33])[C:19]([O:34][CH3:35])=[CH:18][CH:17]=1)(=[O:15])[CH3:14]. No catalyst specified. The product is [C:13]([C:16]1[C:21]([NH:22][C:10]([C:7]2[S:8][CH:9]=[C:5]([CH:1]3[CH2:4][CH2:3][CH2:2]3)[N:6]=2)=[O:11])=[C:20]([Cl:33])[C:19]([O:34][CH3:35])=[CH:18][CH:17]=1)(=[O:15])[CH3:14]. The yield is 0.700. (8) The reactants are Br[C:2]1[S:3][C:4]([NH:12][C:13]([O:15][C:16]([CH3:19])([CH3:18])[CH3:17])=[O:14])=[C:5]([C:7]([O:9][CH2:10][CH3:11])=[O:8])[N:6]=1.[F:20][C:21]1[CH:26]=[C:25]([CH:27]2[CH2:32][CH2:31][O:30][CH2:29][CH2:28]2)[CH:24]=[C:23]([F:33])[C:22]=1B1OC(C)(C)C(C)(C)O1. No catalyst specified. The product is [C:16]([O:15][C:13]([NH:12][C:4]1[S:3][C:2]([C:22]2[C:21]([F:20])=[CH:26][C:25]([CH:27]3[CH2:28][CH2:29][O:30][CH2:31][CH2:32]3)=[CH:24][C:23]=2[F:33])=[N:6][C:5]=1[C:7]([O:9][CH2:10][CH3:11])=[O:8])=[O:14])([CH3:19])([CH3:18])[CH3:17]. The yield is 0.840. (9) The reactants are [C:1]1([CH:7]([C:28]2[CH:33]=[CH:32][CH:31]=[CH:30][CH:29]=2)[N:8]2[C:16]3[C:11](=[CH:12][CH:13]=[CH:14][CH:15]=3)[CH:10]([C:17]3[C:25]([OH:26])=[CH:24][C:20]4[CH2:21][CH2:22][O:23][C:19]=4[CH:18]=3)[C:9]2=[O:27])[CH:6]=[CH:5][CH:4]=[CH:3][CH:2]=1.[CH2:34]=[O:35].C(NC(C)C)(C)C. The catalyst is C1COCC1.C(OCC)(=O)C. The product is [C:28]1([CH:7]([C:1]2[CH:2]=[CH:3][CH:4]=[CH:5][CH:6]=2)[N:8]2[C:16]3[C:11](=[CH:12][CH:13]=[CH:14][CH:15]=3)[C:10]([C:17]3[C:25]([OH:26])=[CH:24][C:20]4[CH2:21][CH2:22][O:23][C:19]=4[CH:18]=3)([CH2:34][OH:35])[C:9]2=[O:27])[CH:33]=[CH:32][CH:31]=[CH:30][CH:29]=1. The yield is 0.650.